Task: Predict the reaction yield, written as a fraction of the theoretical maximum amount of product (1.0 means a 100% yield; for example, 0.34 means a 34% yield).. Dataset: Reaction yield outcomes from USPTO patents with 853,638 reactions (1) The reactants are [Cl:1][C:2]1[CH:7]=[CH:6][C:5]([Cl:8])=[CH:4][C:3]=1[C:9]#[C:10][CH2:11][CH2:12][CH2:13]O.C1(P(C2C=CC=CC=2)C2C=CC=CC=2)C=CC=CC=1.N1C=CN=C1.[I:39]I. The catalyst is C(#N)C. The product is [Cl:1][C:2]1[CH:7]=[CH:6][C:5]([Cl:8])=[CH:4][C:3]=1[C:9]#[C:10][CH2:11][CH2:12][CH2:13][I:39]. The yield is 0.720. (2) The reactants are [C:1]([C:4]1[CH:27]=[CH:26][C:7]([O:8][CH2:9][C:10]2[CH:15]=[CH:14][C:13]([CH:16]([F:25])[C:17]3[CH:18]=[C:19]([CH:22]=[CH:23][CH:24]=3)[C:20]#[N:21])=[CH:12][CH:11]=2)=[C:6]([CH3:28])[C:5]=1[OH:29])(=[O:3])[CH3:2].[N-:30]=[N+:31]=[N-:32].[Na+].CN1CCCC1=O.Cl. The catalyst is O.[Br-].[Zn+2].[Br-]. The product is [F:25][CH:16]([C:17]1[CH:24]=[CH:23][CH:22]=[C:19]([C:20]2[NH:32][N:31]=[N:30][N:21]=2)[CH:18]=1)[C:13]1[CH:12]=[CH:11][C:10]([CH2:9][O:8][C:7]2[CH:26]=[CH:27][C:4]([C:1](=[O:3])[CH3:2])=[C:5]([OH:29])[C:6]=2[CH3:28])=[CH:15][CH:14]=1. The yield is 0.220. (3) The reactants are Br[C:2]1[S:6][CH:5]=[N:4][C:3]=1[C:7]([O:9]C)=O.Cl.N[C:13]1[C:18]([C:19]([O:21][CH3:22])=[O:20])=[CH:17][CH:16]=[CH:15][C:14]=1B(O)O.C([O-])(=O)C.[Na+].O.C[N:33](C=O)C. The catalyst is C1C=CC(P(C2C=CC=CC=2)[C-]2C=CC=C2)=CC=1.C1C=CC(P(C2C=CC=CC=2)[C-]2C=CC=C2)=CC=1.Cl[Pd]Cl.[Fe+2]. The product is [O:9]=[C:7]1[C:3]2[N:4]=[CH:5][S:6][C:2]=2[C:15]2[CH:16]=[CH:17][C:18]([C:19]([O:21][CH3:22])=[O:20])=[CH:13][C:14]=2[NH:33]1. The yield is 0.390. (4) The reactants are [CH3:1][O:2][C:3]1[CH:8]=[CH:7][C:6](B(O)O)=[CH:5][CH:4]=1.Cl[C:13]1[N:18]=[C:17]([N:19]([CH3:39])[CH2:20][CH2:21][CH2:22][O:23][C:24]2[CH:25]=[C:26]3[C:30](=[CH:31][CH:32]=2)[C@H:29]([CH2:33][C:34]([O:36][CH2:37][CH3:38])=[O:35])[CH2:28][CH2:27]3)[C:16](Cl)=[CH:15][N:14]=1.C(Cl)Cl.[C:44](=[O:47])([O-])[O-].[Na+].[Na+]. The catalyst is C1(C)C=CC=CC=1.O1CCOCC1.C1C=CC(P(C2C=CC=CC=2)[C-]2C=CC=C2)=CC=1.C1C=CC(P(C2C=CC=CC=2)[C-]2C=CC=C2)=CC=1.Cl[Pd]Cl.[Fe+2]. The product is [CH3:1][O:2][C:3]1[CH:8]=[CH:7][C:6]([C:13]2[N:18]=[C:17]([N:19]([CH3:39])[CH2:20][CH2:21][CH2:22][O:23][C:24]3[CH:25]=[C:26]4[C:30](=[CH:31][CH:32]=3)[C@H:29]([CH2:33][C:34]([O:36][CH2:37][CH3:38])=[O:35])[CH2:28][CH2:27]4)[C:16]([C:3]3[CH:8]=[CH:7][C:6]([O:47][CH3:44])=[CH:5][CH:4]=3)=[CH:15][N:14]=2)=[CH:5][CH:4]=1. The yield is 0.640. (5) The reactants are CO[C:3](=[O:13])[C:4]1[CH:9]=[C:8]([F:10])[CH:7]=[CH:6][C:5]=1[CH2:11]Br.[CH2:14]([NH2:21])[C:15]1[CH:20]=[CH:19][CH:18]=[CH:17][CH:16]=1.C([O-])([O-])=O.[K+].[K+].C(OCC)(=O)C. The catalyst is C1(C)C=CC=CC=1.CCCCCC. The product is [CH2:14]([N:21]1[CH2:11][C:5]2[C:4](=[CH:9][C:8]([F:10])=[CH:7][CH:6]=2)[C:3]1=[O:13])[C:15]1[CH:20]=[CH:19][CH:18]=[CH:17][CH:16]=1. The yield is 0.707. (6) The reactants are [Br:1][C:2]1[CH:3]=[C:4]2[C:9](=[CH:10][CH:11]=1)[O:8][C:7](=O)[CH2:6][C:5]2([CH3:14])[CH3:13].[C:15]1(C)C=CC=CC=1.[OH-].[Na+]. The catalyst is O1CCCC1. The product is [Br:1][C:2]1[CH:3]=[C:4]2[C:9](=[CH:10][CH:11]=1)[O:8][C:7](=[CH2:15])[CH2:6][C:5]2([CH3:14])[CH3:13]. The yield is 0.740. (7) The reactants are [CH3:1][O:2][C:3]([NH:5][C@H:6]([C:10]([N:12]1[C@@H:16]([CH3:17])[CH2:15][CH2:14][C@H:13]1[C:18]1[NH:22][C:21]2[C:23]3[C:28]([CH:29]=[CH:30][C:20]=2[N:19]=1)=[CH:27][C:26]1[C:31]2[C:36]([CH2:37][O:38][C:25]=1[CH:24]=3)=[CH:35][C:34]([C:39]1[NH:43][C:42]([C@@H:44]3[CH2:48][C@H:47]([CH2:49][O:50][CH3:51])[CH2:46][N:45]3[C:52]([O:54]C(C)(C)C)=O)=[N:41][CH:40]=1)=[CH:33][CH:32]=2)=[O:11])[CH:7]([CH3:9])[CH3:8])=[O:4].[CH3:59][O:60][C:61]([NH:63][C@H:64]([C:68]1[CH:73]=[CH:72][CH:71]=[CH:70][CH:69]=1)C(O)=O)=[O:62].CCOC(C(C#N)=NOC(N1CCOCC1)=[N+](C)C)=O.F[P-](F)(F)(F)(F)F.C(N(C(C)C)CC)(C)C. The catalyst is Cl.CCO. The product is [CH3:59][O:60][C:61]([NH:63][C@H:64]([C:68]1[CH:73]=[CH:72][CH:71]=[CH:70][CH:69]=1)[C:52]([N:45]1[CH2:46][C@@H:47]([CH2:49][O:50][CH3:51])[CH2:48][C@H:44]1[C:42]1[NH:43][C:39]([C:34]2[CH:35]=[C:36]3[CH2:37][O:38][C:25]4[CH:24]=[C:23]5[C:28]([CH:29]=[CH:30][C:20]6[N:19]=[C:18]([C@@H:13]7[CH2:14][CH2:15][C@H:16]([CH3:17])[N:12]7[C:10](=[O:11])[C@@H:6]([NH:5][C:3](=[O:4])[O:2][CH3:1])[CH:7]([CH3:9])[CH3:8])[NH:22][C:21]=65)=[CH:27][C:26]=4[C:31]3=[CH:32][CH:33]=2)=[CH:40][N:41]=1)=[O:54])=[O:62]. The yield is 0.390. (8) The reactants are [CH:1]1([C:6]2[C:10]([C:11](OCC)=[O:12])=[C:9]([CH:16]3[CH2:20][CH2:19][CH2:18][CH2:17]3)[O:8][N:7]=2)[CH2:5][CH2:4][CH2:3][CH2:2]1.[H-].C([Al+]CC(C)C)C(C)C.C1(C)C=CC=CC=1.[C@H](O)(C([O-])=O)[C@@H](O)C([O-])=O.[Na+].[K+]. The catalyst is C1COCC1. The product is [CH:1]1([C:6]2[C:10]([CH2:11][OH:12])=[C:9]([CH:16]3[CH2:17][CH2:18][CH2:19][CH2:20]3)[O:8][N:7]=2)[CH2:5][CH2:4][CH2:3][CH2:2]1. The yield is 0.570.